Dataset: Forward reaction prediction with 1.9M reactions from USPTO patents (1976-2016). Task: Predict the product of the given reaction. (1) Given the reactants [N+:1]([C:4]1[CH:9]=[CH:8][C:7]([N:10]2[CH2:15][CH2:14][N:13]([C:16]([O:18][CH2:19][CH2:20][N:21]([CH3:23])[CH3:22])=[O:17])[CH2:12][CH2:11]2)=[CH:6][CH:5]=1)([O-])=O, predict the reaction product. The product is: [NH2:1][C:4]1[CH:5]=[CH:6][C:7]([N:10]2[CH2:15][CH2:14][N:13]([C:16]([O:18][CH2:19][CH2:20][N:21]([CH3:23])[CH3:22])=[O:17])[CH2:12][CH2:11]2)=[CH:8][CH:9]=1. (2) Given the reactants [CH3:1][O:2][C:3]1[C:4]([O:25]C(=O)C)=[CH:5][C:6]2[CH2:7][CH2:8][C@@H:9]3[C@@H:18]([C:19]=2[CH:20]=1)[CH2:17][CH2:16][C@@:14]1([CH3:15])[C:10]3=[CH:11][CH:12]=[C:13]1[O:21]C(=O)C.[BH4-].[Na+].C(O)(=O)C, predict the reaction product. The product is: [CH3:1][O:2][C:3]1[C:4]([OH:25])=[CH:5][C:6]2[CH2:7][CH2:8][C@@H:9]3[C@@H:18]([C:19]=2[CH:20]=1)[CH2:17][CH2:16][C@@:14]1([CH3:15])[C:10]3=[CH:11][CH2:12][C@@H:13]1[OH:21]. (3) Given the reactants [OH-].[Na+:2].[Si:3]([O-:7])([O-:6])([O-:5])[O-:4].[Na+].[Na+].[Na+].[Na+].C([O-])(=O)C.[Zr+4:16].C([O-])(=O)C.C([O-])(=O)C.C([O-])(=O)C.O.O.O.O.O.[OH-].[OH-].O[Si:37]([OH:40])([OH:39])[OH:38].[OH:41][Si:42](O)(O)[OH:43].O[Si](O)(O)O.[Na+].[Na+].[Zr], predict the reaction product. The product is: [OH:4][Si:3]1([OH:7])[O:6][Si:37]([OH:40])([OH:39])[O:38][Si:42]([OH:43])([OH:41])[O:5]1.[Na+:2].[Na+:2].[Zr:16]. (4) Given the reactants [CH3:1][O:2][C:3]1[CH:9]=[CH:8][C:6]([NH2:7])=[C:5]([CH3:10])[CH:4]=1.N1C=CC=CC=1.Cl[C:18]([O:20][C:21]1[CH:26]=[CH:25][CH:24]=[CH:23][CH:22]=1)=[O:19], predict the reaction product. The product is: [CH3:1][O:2][C:3]1[CH:9]=[CH:8][C:6]([NH:7][C:18](=[O:19])[O:20][C:21]2[CH:26]=[CH:25][CH:24]=[CH:23][CH:22]=2)=[C:5]([CH3:10])[CH:4]=1.